This data is from Forward reaction prediction with 1.9M reactions from USPTO patents (1976-2016). The task is: Predict the product of the given reaction. Given the reactants [OH:1][C:2]1[CH:11]=[CH:10][C:5]([C:6]([NH:8][NH2:9])=[O:7])=[CH:4][CH:3]=1.[Cl:12][C:13]1[CH:18]=[CH:17][C:16]([C:19]([F:22])([F:21])[F:20])=[CH:15][C:14]=1[N:23]=[C:24]=S, predict the reaction product. The product is: [Cl:12][C:13]1[CH:18]=[CH:17][C:16]([C:19]([F:22])([F:21])[F:20])=[CH:15][C:14]=1[NH:23][C:24]1[O:7][C:6]([C:5]2[CH:10]=[CH:11][C:2]([OH:1])=[CH:3][CH:4]=2)=[N:8][N:9]=1.